This data is from Full USPTO retrosynthesis dataset with 1.9M reactions from patents (1976-2016). The task is: Predict the reactants needed to synthesize the given product. (1) Given the product [SH:2][C:3]1[CH:16]=[CH:15][CH:14]=[CH:13][C:4]=1[CH2:5][C:6]1[CH:11]=[CH:10][CH:9]=[CH:8][C:7]=1[OH:12], predict the reactants needed to synthesize it. The reactants are: C[S:2][C:3]1[CH:16]=[CH:15][CH:14]=[CH:13][C:4]=1[CH2:5][C:6]1[CH:11]=[CH:10][CH:9]=[CH:8][C:7]=1[OH:12].N.[Na].[NH4+].[Cl-]. (2) Given the product [CH3:16][O:15][N:14]=[C:12]1[CH2:11][C@@H:10]([C:17]2[N:18]=[C:32]([C:29]3[CH:30]=[CH:31][S:27][CH:28]=3)[O:20][N:19]=2)[N:9]([C:7]([C:4]2[CH:3]=[CH:2][C:1]([C:21]3[CH:26]=[CH:25][CH:24]=[CH:23][CH:22]=3)=[CH:6][CH:5]=2)=[O:8])[CH2:13]1, predict the reactants needed to synthesize it. The reactants are: [C:1]1([C:21]2[CH:26]=[CH:25][CH:24]=[CH:23][CH:22]=2)[CH:6]=[CH:5][C:4]([C:7]([N:9]2[CH2:13][C:12](=[N:14][O:15][CH3:16])[CH2:11][C@H:10]2[C:17](=[N:19][OH:20])[NH2:18])=[O:8])=[CH:3][CH:2]=1.[S:27]1[CH:31]=[CH:30][C:29]([C:32](O)=O)=[CH:28]1.